From a dataset of Full USPTO retrosynthesis dataset with 1.9M reactions from patents (1976-2016). Predict the reactants needed to synthesize the given product. (1) Given the product [ClH:29].[ClH:29].[NH2:21][CH:18]1[CH2:19][CH2:20][N:15]([CH2:14][CH:12]2[C:5]3=[C:4]4[C:9](=[CH:8][CH:7]=[CH:6]3)[CH:10]=[CH:11][C:2](=[O:1])[N:3]4[CH2:13]2)[CH2:16][CH2:17]1, predict the reactants needed to synthesize it. The reactants are: [O:1]=[C:2]1[CH:11]=[CH:10][C:9]2[C:4]3=[C:5]([CH:12]([CH2:14][N:15]4[CH2:20][CH2:19][CH:18]([NH:21]C(=O)OC(C)(C)C)[CH2:17][CH2:16]4)[CH2:13][N:3]13)[CH:6]=[CH:7][CH:8]=2.[ClH:29]. (2) Given the product [Br:32][C:33]1[CH:34]=[CH:35][C:36]([C:39]2[CH:44]=[CH:43][C:42]([Cl:45])=[CH:41][CH:40]=2)=[CH:37][C:38]=1[CH:6]1[C:7](=[O:8])[C:2]([CH3:12])([CH3:1])[O:3][C:4]([CH3:11])([CH3:10])[C:5]1=[O:9], predict the reactants needed to synthesize it. The reactants are: [CH3:1][C:2]1([CH3:12])[C:7](=[O:8])[CH2:6][C:5](=[O:9])[C:4]([CH3:11])([CH3:10])[O:3]1.C1(C)C=CC=CC=1.C([O-])(=O)C.C([O-])(=O)C.C([O-])(=O)C.[Br:32][C:33]1[CH:38]=[CH:37][C:36]([C:39]2[CH:44]=[CH:43][C:42]([Cl:45])=[CH:41][CH:40]=2)=[CH:35][C:34]=1[Pb+3]. (3) Given the product [CH3:1][O:2][CH2:3][CH2:4][NH:5][C:7]1[N:8]=[N+:9]([O-:18])[C:10]2[CH:16]=[CH:15][C:14]([CH3:17])=[CH:13][C:11]=2[N:12]=1, predict the reactants needed to synthesize it. The reactants are: [CH3:1][O:2][CH2:3][CH2:4][NH2:5].Cl[C:7]1[N:8]=[N+:9]([O-:18])[C:10]2[CH:16]=[CH:15][C:14]([CH3:17])=[CH:13][C:11]=2[N:12]=1. (4) Given the product [N:39]1([CH2:47][CH2:48][S:21][C:18]2[S:17][C:16]([NH:15][C:13](=[O:14])[N:12]([CH:9]3[CH2:8][CH2:7][N:6]([C:1](=[O:5])[CH2:2][CH2:3][CH3:4])[CH2:11][CH2:10]3)[C@H:24]3[CH2:29][CH2:28][C@H:27]([CH3:30])[CH2:26][CH2:25]3)=[N:20][CH:19]=2)[CH2:45][CH2:44][CH2:43][CH2:42][CH2:41][CH2:40]1, predict the reactants needed to synthesize it. The reactants are: [C:1]([N:6]1[CH2:11][CH2:10][CH:9]([N:12]([C@H:24]2[CH2:29][CH2:28][C@H:27]([CH3:30])[CH2:26][CH2:25]2)[C:13]([NH:15][C:16]2[S:17][C:18]([S:21]C#N)=[CH:19][N:20]=2)=[O:14])[CH2:8][CH2:7]1)(=[O:5])[CH2:2][CH2:3][CH3:4].SC[C@@H]([C@@H](CS)O)O.[N:39](=[CH:47][CH2:48]Cl)[CH2:40][CH2:41][CH2:42][CH2:43][CH2:44][CH2:45]Cl. (5) Given the product [Br:1][C:2]1[CH:10]=[CH:9][CH:8]=[C:7]2[C:3]=1[CH:4]=[N:5][N:6]2[CH:12]1[CH2:13][CH2:14][CH2:15][CH2:16][O:11]1, predict the reactants needed to synthesize it. The reactants are: [Br:1][C:2]1[CH:10]=[CH:9][CH:8]=[C:7]2[C:3]=1[CH:4]=[N:5][NH:6]2.[O:11]1[CH:16]=[CH:15][CH2:14][CH2:13][CH2:12]1.C1(C)C=CC(S(O)(=O)=O)=CC=1.